The task is: Regression. Given a peptide amino acid sequence and an MHC pseudo amino acid sequence, predict their binding affinity value. This is MHC class I binding data.. This data is from Peptide-MHC class I binding affinity with 185,985 pairs from IEDB/IMGT. (1) The peptide sequence is LVFIKPPLI. The MHC is HLA-A02:01 with pseudo-sequence HLA-A02:01. The binding affinity (normalized) is 0.630. (2) The peptide sequence is KLWASQIY. The MHC is HLA-B51:01 with pseudo-sequence HLA-B51:01. The binding affinity (normalized) is 0. (3) The peptide sequence is YLISIFLHL. The MHC is HLA-A02:06 with pseudo-sequence HLA-A02:06. The binding affinity (normalized) is 0.790. (4) The peptide sequence is KVFFGPIYY. The MHC is HLA-B40:01 with pseudo-sequence HLA-B40:01. The binding affinity (normalized) is 0.0847.